Dataset: Reaction yield outcomes from USPTO patents with 853,638 reactions. Task: Predict the reaction yield, written as a fraction of the theoretical maximum amount of product (1.0 means a 100% yield; for example, 0.34 means a 34% yield). (1) The reactants are [CH3:1][C:2]1[CH:7]=[C:6]([NH2:8])[C:5]([CH3:9])=[CH:4][C:3]=1[NH2:10].[CH3:11][C:12]([O:15][C:16](O[C:16]([O:15][C:12]([CH3:14])([CH3:13])[CH3:11])=[O:17])=[O:17])([CH3:14])[CH3:13]. The catalyst is C1COCC1. The product is [C:12]([O:15][C:16](=[O:17])[NH:8][C:6]1[CH:7]=[C:2]([CH3:1])[C:3]([NH2:10])=[CH:4][C:5]=1[CH3:9])([CH3:14])([CH3:13])[CH3:11]. The yield is 0.900. (2) The reactants are [NH2:1][CH:2]([CH:6]1[CH2:11][CH:10]2[CH:8]([C:9]2([F:13])[F:12])[CH2:7]1)[C:3]([OH:5])=[O:4].[Si](C=[N+]=[N-])(C)(C)[CH3:15]. The catalyst is C(Cl)Cl.CO. The product is [NH2:1][CH:2]([CH:6]1[CH2:7][CH:8]2[CH:10]([C:9]2([F:12])[F:13])[CH2:11]1)[C:3]([O:5][CH3:15])=[O:4]. The yield is 0.841. (3) The reactants are [Br:1][C:2]1[CH:3]=[CH:4][C:5]([Cl:12])=[C:6]([C:8]([OH:11])([CH3:10])[CH3:9])[CH:7]=1.N1[C:18]([CH3:19])=[CH:17]C=CC=1C.FC(F)(F)S(O[Si:27](C)([CH3:29])[CH3:28])(=O)=O.[CH2:33](Cl)Cl. No catalyst specified. The product is [Br:1][C:2]1[CH:3]=[CH:4][C:5]([Cl:12])=[C:6]([C:8]([CH3:10])([O:11][Si:27]([C:18]([CH3:17])([CH3:19])[CH3:33])([CH3:29])[CH3:28])[CH3:9])[CH:7]=1. The yield is 0.970. (4) The reactants are [F:1][C:2]1[CH:3]=[C:4]([CH2:9][C@H:10]([NH:25][C:26](=[O:44])[C:27]2[CH:32]=[CH:31][CH:30]=[C:29]([C:33](=[O:43])[N:34]([CH3:42])[CH2:35][C:36]3[S:37][CH:38]=[C:39]([CH3:41])[N:40]=3)[CH:28]=2)[C@@H:11]([C@H:13]2[CH2:17][CH2:16][CH2:15][N:14]2C(OC(C)(C)C)=O)[OH:12])[CH:5]=[C:6]([F:8])[CH:7]=1.Cl. The catalyst is CO.O1CCOCC1. The product is [F:8][C:6]1[CH:5]=[C:4]([CH2:9][C@H:10]([NH:25][C:26](=[O:44])[C:27]2[CH:32]=[CH:31][CH:30]=[C:29]([C:33]([N:34]([CH3:42])[CH2:35][C:36]3[S:37][CH:38]=[C:39]([CH3:41])[N:40]=3)=[O:43])[CH:28]=2)[C@H:11]([OH:12])[C@H:13]2[CH2:17][CH2:16][CH2:15][NH:14]2)[CH:3]=[C:2]([F:1])[CH:7]=1. The yield is 0.650. (5) The reactants are C[O:2][C:3](=[O:38])/[CH:4]=[CH:5]/[C:6]1[C:10]([C:11](=[O:30])[C:12](=[O:29])[N:13]2[CH2:18][CH2:17][N:16]([C:19]3[CH:24]=[CH:23][CH:22]=[C:21]([C:25]([F:28])([F:27])[F:26])[CH:20]=3)[CH2:15][CH2:14]2)=[C:9]([CH3:31])[NH:8][C:7]=1[C:32]1[CH:37]=[CH:36][CH:35]=[CH:34][CH:33]=1.[OH-].[Na+].O. The catalyst is C(O)C. The product is [CH3:31][C:9]1[NH:8][C:7]([C:32]2[CH:33]=[CH:34][CH:35]=[CH:36][CH:37]=2)=[C:6](/[CH:5]=[CH:4]/[C:3]([OH:38])=[O:2])[C:10]=1[C:11](=[O:30])[C:12](=[O:29])[N:13]1[CH2:18][CH2:17][N:16]([C:19]2[CH:24]=[CH:23][CH:22]=[C:21]([C:25]([F:28])([F:27])[F:26])[CH:20]=2)[CH2:15][CH2:14]1. The yield is 0.800. (6) The reactants are [NH2:1][C:2]1[CH:7]=[CH:6][CH:5]=[C:4]([NH2:8])[N:3]=1.[F:9][C:10]1[CH:18]=[CH:17][CH:16]=[C:15]([F:19])[C:11]=1[C:12](Cl)=[O:13]. The catalyst is O1CCOCC1. The product is [NH2:8][C:4]1[N:3]=[C:2]([NH:1][C:12](=[O:13])[C:11]2[C:10]([F:9])=[CH:18][CH:17]=[CH:16][C:15]=2[F:19])[CH:7]=[CH:6][CH:5]=1. The yield is 0.750. (7) The reactants are [F:1][C:2]1[CH:7]=[CH:6][C:5]([CH2:8][C:9]([N:11]2[CH2:15][CH:14]([O:16][CH3:17])[CH2:13][N:12]2[C:18]([C:20]2[CH:25]=[CH:24][N:23]=[C:22]([S:26][CH3:27])[N:21]=2)=O)=[O:10])=[CH:4][CH:3]=1.CN(C)C=O.O1CCCC1.[H-].[Na+]. The catalyst is CN(C)C=O. The product is [F:1][C:2]1[CH:7]=[CH:6][C:5]([C:8]2[C:9](=[O:10])[N:11]3[CH2:15][CH:14]([O:16][CH3:17])[CH2:13][N:12]3[C:18]=2[C:20]2[CH:25]=[CH:24][N:23]=[C:22]([S:26][CH3:27])[N:21]=2)=[CH:4][CH:3]=1. The yield is 0.570. (8) The reactants are [CH3:1][C:2]1[CH:7]=[CH:6][C:5]([S:8]([NH:11][NH:12][C:13]2[C:22]3[C:17](=[C:18]([N+:23]([O-])=O)[CH:19]=[CH:20][CH:21]=3)[N:16]=[CH:15][N:14]=2)(=[O:10])=[O:9])=[CH:4][CH:3]=1.Cl[Sn]Cl. The catalyst is Cl.CCO. The product is [NH2:23][C:18]1[CH:19]=[CH:20][CH:21]=[C:22]2[C:17]=1[N:16]=[CH:15][N:14]=[C:13]2[NH:12][NH:11][S:8]([C:5]1[CH:4]=[CH:3][C:2]([CH3:1])=[CH:7][CH:6]=1)(=[O:10])=[O:9]. The yield is 0.650.